Dataset: Forward reaction prediction with 1.9M reactions from USPTO patents (1976-2016). Task: Predict the product of the given reaction. (1) Given the reactants [CH3:1][C:2]1[O:3][C:4]2[C:14]([N:15]=1)=[CH:13][C:7]1[CH2:8][CH2:9][NH:10][CH2:11][CH2:12][C:6]=1[CH:5]=2.[Cl:16][CH2:17][CH2:18][CH2:19][S:20][C:21]1[N:25]([CH3:26])[C:24]([C:27]2[CH:32]=[CH:31][C:30]([F:33])=[C:29]([F:34])[CH:28]=2)=[N:23][N:22]=1, predict the reaction product. The product is: [ClH:16].[F:34][C:29]1[CH:28]=[C:27]([C:24]2[N:25]([CH3:26])[C:21]([S:20][CH2:19][CH2:18][CH2:17][N:10]3[CH2:9][CH2:8][C:7]4[CH:13]=[C:14]5[N:15]=[C:2]([CH3:1])[O:3][C:4]5=[CH:5][C:6]=4[CH2:12][CH2:11]3)=[N:22][N:23]=2)[CH:32]=[CH:31][C:30]=1[F:33]. (2) Given the reactants [CH3:1][O:2][C:3]1[CH:21]=[CH:20][C:6]([C:7]([N:9]2[C:13]3[CH:14]=[CH:15][CH:16]=[CH:17][C:12]=3[S:11][CH:10]2C#N)=O)=[CH:5][CH:4]=1.F[B-](F)(F)F.[H+].[C:28]([C:34]([O:36][CH3:37])=[O:35])#[C:29][C:30]([O:32][CH3:33])=[O:31], predict the reaction product. The product is: [CH3:1][O:2][C:3]1[CH:4]=[CH:5][C:6]([C:7]2[N:9]3[C:10]([S:11][C:12]4[CH:17]=[CH:16][CH:15]=[CH:14][C:13]=43)=[C:29]([C:30]([O:32][CH3:33])=[O:31])[C:28]=2[C:34]([O:36][CH3:37])=[O:35])=[CH:20][CH:21]=1. (3) Given the reactants [F:1][C:2]1[CH:3]=[C:4]2[C:9](=[CH:10][CH:11]=1)[N:8]=[C:7]([C:12]1[CH:17]=[CH:16][CH:15]=[CH:14][C:13]=1[OH:18])[N:6]=[C:5]2[N:19]1[CH2:23][CH2:22][C@@H:21]([NH:24][C:25]([CH:27]2[CH2:29][CH2:28]2)=[O:26])[CH2:20]1.[ClH:30].CCOCC, predict the reaction product. The product is: [ClH:30].[F:1][C:2]1[CH:3]=[C:4]2[C:9](=[CH:10][CH:11]=1)[N:8]=[C:7]([C:12]1[CH:17]=[CH:16][CH:15]=[CH:14][C:13]=1[OH:18])[N:6]=[C:5]2[N:19]1[CH2:23][CH2:22][C@@H:21]([NH:24][C:25]([CH:27]2[CH2:28][CH2:29]2)=[O:26])[CH2:20]1. (4) Given the reactants [Cl:1][C:2]1[CH:3]=[C:4]2[C:13](=[CH:14][CH:15]=1)[C:12](Cl)=[C:11]1[C:6]([CH:7]=[CH:8][C:9]([O:17][CH3:18])=[CH:10]1)=[N:5]2.[CH3:19][C:20]([OH:24])([C:22]#[CH:23])[CH3:21].CN(C)C=O, predict the reaction product. The product is: [CH3:19][C:20]([OH:24])([C:22]#[C:23][C:12]1[C:13]2[C:4]([N:5]=[C:6]3[C:11]=1[CH:10]=[C:9]([O:17][CH3:18])[CH:8]=[CH:7]3)=[CH:3][C:2]([Cl:1])=[CH:15][CH:14]=2)[CH3:21].